Dataset: Reaction yield outcomes from USPTO patents with 853,638 reactions. Task: Predict the reaction yield, written as a fraction of the theoretical maximum amount of product (1.0 means a 100% yield; for example, 0.34 means a 34% yield). The reactants are [Cl:1][C:2]1[C:3]([N:8]2[CH:12]=[CH:11][C:10]([C:13]([F:16])([F:15])[F:14])=[N:9]2)=[N:4][CH:5]=[CH:6][CH:7]=1.C([Mg]Cl)(C)C.S(Cl)([Cl:24])=O.C(C[O:30][CH3:31])OC. The catalyst is O1CCCC1. The product is [Cl:1][C:2]1[C:3]([N:8]2[C:12]([C:31]([Cl:24])=[O:30])=[CH:11][C:10]([C:13]([F:16])([F:14])[F:15])=[N:9]2)=[N:4][CH:5]=[CH:6][CH:7]=1. The yield is 1.00.